From a dataset of Experimentally validated miRNA-target interactions with 360,000+ pairs, plus equal number of negative samples. Binary Classification. Given a miRNA mature sequence and a target amino acid sequence, predict their likelihood of interaction. (1) The miRNA is hsa-miR-125b-5p with sequence UCCCUGAGACCCUAACUUGUGA. The protein sequence of the target gene is MSIHFSSPVFTSRSAAFSGRGAQVRLSSARPGGLGSSSLYGLGASRPRVAVRSAYGGPVGAGIREVTINQSLLAPLRLDADPSLQRVRQEESEQIKTLNNKFASFIDKVRFLEQQNKLLETKWTLLQEQKSAKSSRLPDIFEAQIAGLRGQLEALQVDGGRLEAELRSMQDVVEDFKNKYEDEINHRTAAENEFVVLKKDVDAAYMSKVELEAKVDALNDEINFLRTLNETELTELQSQISDTSVVLSMDNSRSLDLDGIIAEVKAQYEEMAKCSRAEAEAWYQTKFETLQAQAGKHGDD.... Result: 1 (interaction). (2) The miRNA is hsa-miR-3929 with sequence GAGGCUGAUGUGAGUAGACCACU. The protein sequence of the target gene is MAAARLCLSLLLLSTCVALLLQPLLGAQGAPLEPVYPGDNATPEQMAQYAADLRRYINMLTRPRYGKRHKEDTLAFSEWGSPHAAVPRELSPLDL. Result: 1 (interaction).